Dataset: Experimentally validated miRNA-target interactions with 360,000+ pairs, plus equal number of negative samples. Task: Binary Classification. Given a miRNA mature sequence and a target amino acid sequence, predict their likelihood of interaction. (1) Result: 0 (no interaction). The miRNA is mmu-miR-466p-5p with sequence UAUGUGUGUGUACAUGUACAU. The protein sequence of the target gene is MAEAGASKGGEEPGRLPEHEEEEESPLWHGAGHCKWFNVRMGFGFISMSSREGSPLESPVDVFVHQSKLYMEGFRSLKEGEPVEFTYKKSSKGLESIRVTGPGGSPCLGSERRPKGKTVQKRKPKGDRCYNCGGLDHHAKECSLPPQPKKCHYCQSIMHMVANCPHKTVSQQPTSSQGRHEAEPQPSTSAFLREGGGTYGYSSPSYSQEGRSEISERSGRSPQEASSSKLSASPEEPSRKGPSVQKRKKT. (2) The miRNA is hsa-miR-6789-5p with sequence GUAGGGGCGUCCCGGGCGCGCGGG. The protein sequence of the target gene is MMVHCAGCERPILDRFLLNVLDRAWHIKCVQCCECKTNLSEKCFSREGKLYCKNDFFRRFGTKCAGCAQGISPSDLVRKARSKVFHLNCFTCMVCNKQLSTGEELYVIDENKFVCKDDYLSSSSLKEGSLNSVSSCTDRSLSPDLQDPLQDDPKETDNSTSSDKETANNENEEQNSGTKRRGPRTTIKAKQLETLKAAFAATPKPTRHIREQLAQETGLNMRVIQVWFQNRRSKERRMKQLSALGARRHAFFRSPRRMRPLGGRLDESEMLGSTPYTYYGDYQSDYYAPGGNYDFFAHGP.... Result: 0 (no interaction). (3) Result: 0 (no interaction). The protein sequence of the target gene is MVEADRPGKLFIGGLNTETNEKALEAVFGKYGRIVEVLLMKDRETNKSRGFAFVTFESPADAKDAARDMNGKSLDGKAIKVEQATKPSFESGRRGPPPPPRSRGPPRGLRGGRGGSGGTRGPPSRGGHMDDGGYSMNFNMSSSRGPLPVKRGPPPRSGGPPPKRSAPSGPVRSSSGMGGRAPVSRGRDSYGGPPRREPLPSRRDVYLSPRDDGYSTKDSYSSRDYPSSRDTRDYAPPPRDYTYRDYGHSSSRDDYPSRGYSDRDGYGRDRDYSDHPSGGSYRDSYESYGNSRSAPPTRGP.... The miRNA is hsa-miR-182-5p with sequence UUUGGCAAUGGUAGAACUCACACU. (4) The protein sequence of the target gene is MANPGGGAVCNGKLHNHKKQSNGSQSRNCTKNGIVKEAQQNGKPHFYDKLIVESFEEAPLHVMVFTYMGYGIGTLFGYLRDFLRNWGIEKCNAAVERKEQKDFVPLYQDFENFYTRNLYMRIRDNWNRPICSAPGPLFDLMERVSDDYNWTFRFTGRVIKDVINMGSYNFLGLAAKYDESMRTIKDVLEVYGTGVASTRHEMGTLDKHKELEDLVAKFLNVEAAMVFGMGFATNSMNIPALVGKGCLILSDELNHTSLVLGARLSGATIRIFKHNNTQSLEKLLRDAVIYGQPRTRRAWK.... The miRNA is hsa-miR-106a-3p with sequence CUGCAAUGUAAGCACUUCUUAC. Result: 1 (interaction).